From a dataset of Catalyst prediction with 721,799 reactions and 888 catalyst types from USPTO. Predict which catalyst facilitates the given reaction. Reactant: Br[C:2]1[CH:7]=[CH:6][C:5]([F:8])=[CH:4][N:3]=1.Br[C:10]1[CH:34]=[CH:33][C:13]([CH2:14][C:15]([C:17]2[N:18]([S:27]([N:30]([CH3:32])[CH3:31])(=[O:29])=[O:28])[CH:19]=[C:20]([CH2:22][C:23]([CH3:26])([CH3:25])[CH3:24])[N:21]=2)=[CH2:16])=[CH:12][CH:11]=1.[SnH4]. Product: [CH3:24][C:23]([CH3:26])([CH3:25])[CH2:22][C:20]1[N:21]=[C:17]([C:15]([CH2:14][C:13]2[CH:12]=[CH:11][C:10]([C:2]3[CH:7]=[CH:6][C:5]([F:8])=[CH:4][N:3]=3)=[CH:34][CH:33]=2)=[CH2:16])[N:18]([S:27]([N:30]([CH3:32])[CH3:31])(=[O:29])=[O:28])[CH:19]=1. The catalyst class is: 853.